Dataset: NCI-60 drug combinations with 297,098 pairs across 59 cell lines. Task: Regression. Given two drug SMILES strings and cell line genomic features, predict the synergy score measuring deviation from expected non-interaction effect. (1) Drug 1: CN1CCC(CC1)COC2=C(C=C3C(=C2)N=CN=C3NC4=C(C=C(C=C4)Br)F)OC. Drug 2: CC1=C(C=C(C=C1)NC(=O)C2=CC=C(C=C2)CN3CCN(CC3)C)NC4=NC=CC(=N4)C5=CN=CC=C5. Cell line: SW-620. Synergy scores: CSS=2.90, Synergy_ZIP=2.63, Synergy_Bliss=4.54, Synergy_Loewe=-5.25, Synergy_HSA=-2.78. (2) Drug 1: C#CCC(CC1=CN=C2C(=N1)C(=NC(=N2)N)N)C3=CC=C(C=C3)C(=O)NC(CCC(=O)O)C(=O)O. Drug 2: CN(CCCl)CCCl.Cl. Cell line: ACHN. Synergy scores: CSS=49.3, Synergy_ZIP=-0.983, Synergy_Bliss=-1.21, Synergy_Loewe=-6.07, Synergy_HSA=-1.64. (3) Drug 1: C1C(C(OC1N2C=C(C(=O)NC2=O)F)CO)O. Drug 2: CC1=C(C(=O)C2=C(C1=O)N3CC4C(C3(C2COC(=O)N)OC)N4)N. Cell line: HOP-92. Synergy scores: CSS=24.1, Synergy_ZIP=-9.12, Synergy_Bliss=-1.21, Synergy_Loewe=-7.96, Synergy_HSA=1.17. (4) Drug 1: CS(=O)(=O)C1=CC(=C(C=C1)C(=O)NC2=CC(=C(C=C2)Cl)C3=CC=CC=N3)Cl. Drug 2: COC1=CC(=CC(=C1O)OC)C2C3C(COC3=O)C(C4=CC5=C(C=C24)OCO5)OC6C(C(C7C(O6)COC(O7)C8=CC=CS8)O)O. Cell line: TK-10. Synergy scores: CSS=18.7, Synergy_ZIP=-8.03, Synergy_Bliss=-2.02, Synergy_Loewe=-10.1, Synergy_HSA=-0.902. (5) Drug 1: CC1CCC2CC(C(=CC=CC=CC(CC(C(=O)C(C(C(=CC(C(=O)CC(OC(=O)C3CCCCN3C(=O)C(=O)C1(O2)O)C(C)CC4CCC(C(C4)OC)O)C)C)O)OC)C)C)C)OC. Drug 2: CC1=C(N=C(N=C1N)C(CC(=O)N)NCC(C(=O)N)N)C(=O)NC(C(C2=CN=CN2)OC3C(C(C(C(O3)CO)O)O)OC4C(C(C(C(O4)CO)O)OC(=O)N)O)C(=O)NC(C)C(C(C)C(=O)NC(C(C)O)C(=O)NCCC5=NC(=CS5)C6=NC(=CS6)C(=O)NCCC[S+](C)C)O. Cell line: HCT116. Synergy scores: CSS=41.0, Synergy_ZIP=4.24, Synergy_Bliss=3.70, Synergy_Loewe=-0.729, Synergy_HSA=0.317. (6) Drug 1: C1=NC(=NC(=O)N1C2C(C(C(O2)CO)O)O)N. Drug 2: C1CN(P(=O)(OC1)NCCCl)CCCl. Cell line: M14. Synergy scores: CSS=34.0, Synergy_ZIP=-9.05, Synergy_Bliss=1.23, Synergy_Loewe=-44.7, Synergy_HSA=1.64. (7) Drug 1: C1CCC(C1)C(CC#N)N2C=C(C=N2)C3=C4C=CNC4=NC=N3. Drug 2: C1=C(C(=O)NC(=O)N1)N(CCCl)CCCl. Cell line: HS 578T. Synergy scores: CSS=28.1, Synergy_ZIP=12.5, Synergy_Bliss=15.5, Synergy_Loewe=6.89, Synergy_HSA=10.0.